Dataset: Forward reaction prediction with 1.9M reactions from USPTO patents (1976-2016). Task: Predict the product of the given reaction. (1) Given the reactants [C:1]([C:5]1[CH:10]=[CH:9][C:8](B(O)O)=[CH:7][CH:6]=1)([CH3:4])([CH3:3])[CH3:2].[CH3:14][CH:15]([NH:17][CH2:18][CH2:19][CH2:20][N:21]1[C:30]([S:31][C:32]2[CH:37]=[C:36]3[O:38][CH2:39][O:40][C:35]3=[CH:34][C:33]=2I)=[N:29][C:23]2[C:24]([NH2:28])=[N:25][CH:26]=[N:27][C:22]1=2)[CH3:16].C([O-])(O)=O.[Na+].CN(C=O)C, predict the reaction product. The product is: [C:1]([C:5]1[CH:10]=[CH:9][C:8]([C:33]2[C:32]([S:31][C:30]3[N:21]([CH2:20][CH2:19][CH2:18][NH:17][CH:15]([CH3:16])[CH3:14])[C:22]4[C:23]([N:29]=3)=[C:24]([NH2:28])[N:25]=[CH:26][N:27]=4)=[CH:37][C:36]3[O:38][CH2:39][O:40][C:35]=3[CH:34]=2)=[CH:7][CH:6]=1)([CH3:4])([CH3:3])[CH3:2]. (2) Given the reactants [F:1][C:2]1[C:3]2[CH:4]=[C:5]3[C:14]4[N:15]=[C:16]([C:19]5[C:20]([N:38]([CH3:43])[S:39]([CH3:42])(=[O:41])=[O:40])=[CH:21][C:22]6[O:26][C:25]([C:27]7[CH:32]=[CH:31][C:30]([F:33])=[CH:29][CH:28]=7)=[C:24]([C:34]([NH2:36])=[O:35])[C:23]=6[CH:37]=5)[CH:17]=[CH:18][C:13]=4[O:12][CH2:11][N:6]3[C:7]=2[CH:8]=[CH:9][CH:10]=1, predict the reaction product. The product is: [CH3:5][N:6](/[CH:11]=[N:36]\[C:34]([C:24]1[C:23]2[CH:37]=[C:19]([C:16]3[CH:17]=[CH:18][C:13]4[O:12][CH2:11][N:6]5[C:7]6[CH:8]=[CH:9][CH:10]=[C:2]([F:1])[C:3]=6[CH:4]=[C:5]5[C:14]=4[N:15]=3)[C:20]([N:38]([CH3:43])[S:39]([CH3:42])(=[O:41])=[O:40])=[CH:21][C:22]=2[O:26][C:25]=1[C:27]1[CH:28]=[CH:29][C:30]([F:33])=[CH:31][CH:32]=1)=[O:35])[CH3:7].